From a dataset of Full USPTO retrosynthesis dataset with 1.9M reactions from patents (1976-2016). Predict the reactants needed to synthesize the given product. (1) The reactants are: [C:1]([C:4]1[CH:8]=[C:7]([C:9]([NH:11][CH2:12][C@H:13]([N:15]2[CH:19]=[CH:18][C:17]([C:20]3[CH:25]=[CH:24][C:23]([C:26]#[N:27])=[C:22]([Cl:28])[CH:21]=3)=[N:16]2)[CH3:14])=[O:10])[NH:6][N:5]=1)(=[O:3])[CH3:2].[BH4-].[Na+]. Given the product [Cl:28][C:22]1[CH:21]=[C:20]([C:17]2[CH:18]=[CH:19][N:15]([C@H:13]([CH3:14])[CH2:12][NH:11][C:9]([C:7]3[NH:6][N:5]=[C:4]([CH:1]([OH:3])[CH3:2])[CH:8]=3)=[O:10])[N:16]=2)[CH:25]=[CH:24][C:23]=1[C:26]#[N:27], predict the reactants needed to synthesize it. (2) Given the product [F:41][C:39]1[CH:40]=[C:35]([C@@H:11]2[CH2:10][C@H:9]([OH:8])[CH2:18][C@@H:17]3[N:12]2[C:13](=[O:34])/[C:14](=[CH:19]/[C:20]2[CH:25]=[CH:24][C:23]([N:26]4[CH:30]=[C:29]([CH3:31])[N:28]=[CH:27]4)=[C:22]([O:32][CH3:33])[CH:21]=2)/[CH2:15][CH2:16]3)[CH:36]=[C:37]([F:43])[C:38]=1[F:42], predict the reactants needed to synthesize it. The reactants are: [Si]([O:8][C@@H:9]1[CH2:18][C@@H:17]2[N:12]([C:13](=[O:34])/[C:14](=[CH:19]/[C:20]3[CH:25]=[CH:24][C:23]([N:26]4[CH:30]=[C:29]([CH3:31])[N:28]=[CH:27]4)=[C:22]([O:32][CH3:33])[CH:21]=3)/[CH2:15][CH2:16]2)[C@H:11]([C:35]2[CH:40]=[C:39]([F:41])[C:38]([F:42])=[C:37]([F:43])[CH:36]=2)[CH2:10]1)(C(C)(C)C)(C)C.[Cl-].[NH4+].C(OCC)(=O)C. (3) Given the product [Cl:4][C:5]1[CH:10]=[C:9]([O:11][C:12]([F:13])([F:14])[F:15])[CH:8]=[C:7]([Cl:16])[C:6]=1[NH:17][C:18]([NH:20][C:21]1[C:22]([C:31]([NH:33][CH:34]([C@H:39]2[CH2:44][CH2:43][C@H:42]([C:45]([F:46])([F:47])[F:48])[CH2:41][CH2:40]2)[C:35]([OH:37])=[O:36])=[O:32])=[CH:23][C:24]2[C:29]([CH:30]=1)=[CH:28][CH:27]=[CH:26][CH:25]=2)=[O:19], predict the reactants needed to synthesize it. The reactants are: O.[OH-].[Li+].[Cl:4][C:5]1[CH:10]=[C:9]([O:11][C:12]([F:15])([F:14])[F:13])[CH:8]=[C:7]([Cl:16])[C:6]=1[NH:17][C:18]([NH:20][C:21]1[C:22]([C:31]([NH:33][CH:34]([C@H:39]2[CH2:44][CH2:43][C@H:42]([C:45]([F:48])([F:47])[F:46])[CH2:41][CH2:40]2)[C:35]([O:37]C)=[O:36])=[O:32])=[CH:23][C:24]2[C:29]([CH:30]=1)=[CH:28][CH:27]=[CH:26][CH:25]=2)=[O:19].CO.Cl. (4) Given the product [F:1][C:2]([F:32])([F:33])[C:3]([C:28]([F:29])([F:30])[F:31])([OH:27])/[CH:4]=[CH:5]\[CH2:6][C@@:7]([C@@H:16]1[C@:24]2([CH3:25])[C@H:19]([C@@H:20]([OH:26])[CH2:21][CH2:22][CH2:23]2)[CH2:18][CH2:17]1)([CH3:15])[CH2:8][CH2:9][CH2:10][C:11]([CH3:14])([OH:13])[CH3:12], predict the reactants needed to synthesize it. The reactants are: [F:1][C:2]([F:33])([F:32])[C:3]([C:28]([F:31])([F:30])[F:29])([OH:27])[C:4]#[C:5][CH2:6][C@@:7]([C@@H:16]1[C@:24]2([CH3:25])[C@H:19]([C@@H:20]([OH:26])[CH2:21][CH2:22][CH2:23]2)[CH2:18][CH2:17]1)([CH3:15])[CH2:8][CH2:9][CH2:10][C:11]([CH3:14])([OH:13])[CH3:12].N1C2C(=CC=CC=2)C=CC=1.[H][H]. (5) Given the product [CH2:11]([CH:8]1[CH2:9][O:10][C:25](=[O:27])[N:7]1[CH2:6][C:5]1[CH:13]=[CH:14][CH:15]=[CH:16][C:4]=1[N+:1]([O-:3])=[O:2])[CH3:12], predict the reactants needed to synthesize it. The reactants are: [N+:1]([C:4]1[CH:16]=[CH:15][CH:14]=[CH:13][C:5]=1[CH2:6][NH:7][CH:8]([CH2:11][CH3:12])[CH2:9][OH:10])([O-:3])=[O:2].C(N(CC)CC)C.Cl[C:25](Cl)([O:27]C(=O)OC(Cl)(Cl)Cl)Cl. (6) Given the product [CH3:26][O:25][C:22]1[CH:21]=[CH:20][C:19]([C:8]2([C:4]3[CH:5]=[CH:6][CH:7]=[C:2]([C:31]4[CH:32]=[N:27][CH:28]=[N:29][CH:30]=4)[CH:3]=3)[C:16]3[C:11](=[N:12][CH:13]=[C:14]([CH3:17])[CH:15]=3)[C:10]([NH2:18])=[N:9]2)=[CH:24][CH:23]=1, predict the reactants needed to synthesize it. The reactants are: Br[C:2]1[CH:3]=[C:4]([C:8]2([C:19]3[CH:24]=[CH:23][C:22]([O:25][CH3:26])=[CH:21][CH:20]=3)[C:16]3[C:11](=[N:12][CH:13]=[C:14]([CH3:17])[CH:15]=3)[C:10]([NH2:18])=[N:9]2)[CH:5]=[CH:6][CH:7]=1.[N:27]1[CH:32]=[C:31](B(O)O)[CH:30]=[N:29][CH:28]=1. (7) Given the product [Cl:1][C:2]1[CH:3]=[C:4]([C:9]2[C:14]([C:15]([NH:17][CH2:18][CH2:19][CH2:20][C:21]3[CH:26]=[CH:25][CH:24]=[CH:23][CH:22]=3)=[O:16])=[C:13]([CH3:27])[N:12]=[CH:11][N:10]=2)[CH:5]=[CH:6][C:7]=1[Cl:8], predict the reactants needed to synthesize it. The reactants are: [Cl:1][C:2]1[CH:3]=[C:4]([C:9]2[C:14]([C:15]([NH:17][CH2:18][CH2:19][CH2:20][C:21]3[CH:26]=[CH:25][CH:24]=[CH:23][CH:22]=3)=[O:16])=[C:13]([CH3:27])[N:12]=[C:11](SC)[N:10]=2)[CH:5]=[CH:6][C:7]=1[Cl:8].ClC1C=CC=C(C(OO)=O)C=1.S([O-])([O-])=O.[Na+].[Na+].[BH4-].[Na+].Cl. (8) Given the product [CH2:8]([C:10]1[CH:11]=[C:12]2[C:17](=[CH:18][CH:19]=1)[NH:16][C:15](=[O:20])[C:14]([C:21]1[S:22][CH:23]=[CH:24][CH:25]=1)=[N:13]2)[CH2:7][C:1]1[CH:2]=[CH:3][CH:4]=[CH:5][CH:6]=1, predict the reactants needed to synthesize it. The reactants are: [C:1]1([CH2:7][C:8]([C:10]2[CH:11]=[C:12]3[C:17](=[CH:18][CH:19]=2)[NH:16][C:15](=[O:20])[C:14]([C:21]2[S:22][CH:23]=[CH:24][CH:25]=2)=[N:13]3)=O)[CH:6]=[CH:5][CH:4]=[CH:3][CH:2]=1. (9) Given the product [CH3:1][S:2]([C:5]1[CH:10]=[CH:9][C:8]([NH:11][C:12]2[C:17]([N+:18]([O-:20])=[O:19])=[C:16]([O:21][CH:22]3[CH2:27][CH2:26][N:25]([CH2:29][C:30]4[CH:35]=[CH:34][CH:33]=[CH:32][N:31]=4)[CH2:24][CH2:23]3)[N:15]=[CH:14][N:13]=2)=[CH:7][CH:6]=1)(=[O:4])=[O:3], predict the reactants needed to synthesize it. The reactants are: [CH3:1][S:2]([C:5]1[CH:10]=[CH:9][C:8]([NH:11][C:12]2[C:17]([N+:18]([O-:20])=[O:19])=[C:16]([O:21][CH:22]3[CH2:27][CH2:26][NH:25][CH2:24][CH2:23]3)[N:15]=[CH:14][N:13]=2)=[CH:7][CH:6]=1)(=[O:4])=[O:3].Cl[CH2:29][C:30]1[CH:35]=[CH:34][CH:33]=[CH:32][N:31]=1.C(N(CC)CC)C.